This data is from Catalyst prediction with 721,799 reactions and 888 catalyst types from USPTO. The task is: Predict which catalyst facilitates the given reaction. (1) Reactant: [CH2:1]([O:11][C:12]1[CH:13]=[C:14]([CH:18]=[CH:19][CH:20]=1)[C:15](Cl)=[O:16])[CH2:2][CH2:3][CH2:4][CH2:5][CH2:6][CH2:7][CH2:8][CH2:9][CH3:10].[NH2:21][C:22]1[CH:30]=[CH:29][C:28]([N+:31]([O-:33])=[O:32])=[CH:27][C:23]=1[C:24]([OH:26])=[O:25].CCN(CC)CC. Product: [CH2:1]([O:11][C:12]1[CH:13]=[C:14]([CH:18]=[CH:19][CH:20]=1)[C:15]([NH:21][C:22]1[CH:30]=[CH:29][C:28]([N+:31]([O-:33])=[O:32])=[CH:27][C:23]=1[C:24]([OH:26])=[O:25])=[O:16])[CH2:2][CH2:3][CH2:4][CH2:5][CH2:6][CH2:7][CH2:8][CH2:9][CH3:10]. The catalyst class is: 2. (2) Reactant: [H-].[Na+].[N:3]1([CH2:8][CH2:9][CH2:10][O:11][C:12]2[CH:17]=[CH:16][C:15]([CH2:18][C:19]#[N:20])=[CH:14][CH:13]=2)[CH2:7][CH2:6][CH2:5][CH2:4]1.Br[CH2:22][CH2:23][O:24][CH2:25][CH2:26]Br. Product: [N:3]1([CH2:8][CH2:9][CH2:10][O:11][C:12]2[CH:13]=[CH:14][C:15]([C:18]3([C:19]#[N:20])[CH2:26][CH2:25][O:24][CH2:23][CH2:22]3)=[CH:16][CH:17]=2)[CH2:4][CH2:5][CH2:6][CH2:7]1. The catalyst class is: 3.